This data is from Catalyst prediction with 721,799 reactions and 888 catalyst types from USPTO. The task is: Predict which catalyst facilitates the given reaction. (1) Reactant: [CH3:1][N:2](S(C1C=CC=CC=1[N+]([O-])=O)(=O)=O)[C@@H:3]1[CH2:8][CH2:7][CH2:6][C@H:5]([C:9]([O:11][CH2:12][CH3:13])=[O:10])[CH2:4]1.C(O)(=O)CS.[OH-].[Li+].C(=O)([O-])O.[Na+]. Product: [CH3:1][NH:2][C@@H:3]1[CH2:8][CH2:7][CH2:6][C@H:5]([C:9]([O:11][CH2:12][CH3:13])=[O:10])[CH2:4]1. The catalyst class is: 483. (2) Reactant: [CH2:1]([O:8][C:9](=[O:18])[NH:10][C@H:11]([CH2:16][OH:17])[CH2:12][CH:13]([CH3:15])[CH3:14])[C:2]1[CH:7]=[CH:6][CH:5]=[CH:4][CH:3]=1.[Si:19](Cl)([C:32]([CH3:35])([CH3:34])[CH3:33])([C:26]1[CH:31]=[CH:30][CH:29]=[CH:28][CH:27]=1)[C:20]1[CH:25]=[CH:24][CH:23]=[CH:22][CH:21]=1.N1C=CN=C1. Product: [CH2:1]([O:8][C:9](=[O:18])[NH:10][C@H:11]([CH2:16][O:17][Si:19]([C:32]([CH3:35])([CH3:34])[CH3:33])([C:26]1[CH:27]=[CH:28][CH:29]=[CH:30][CH:31]=1)[C:20]1[CH:25]=[CH:24][CH:23]=[CH:22][CH:21]=1)[CH2:12][CH:13]([CH3:15])[CH3:14])[C:2]1[CH:7]=[CH:6][CH:5]=[CH:4][CH:3]=1. The catalyst class is: 9. (3) Reactant: [CH:1]1([N:7]([CH2:21][CH2:22][C:23]2[CH:28]=CC=C[CH:24]=2)[C:8](=[O:20])[NH:9][C:10]2[S:11][C:12]([S:15][CH2:16][C:17]([OH:19])=[O:18])=[CH:13][N:14]=2)[CH2:6][CH2:5][CH2:4][CH2:3][CH2:2]1.[CH3:29]C(C)=CC=O.Cl.CCN(C(C)C)C(C)C. Product: [CH3:28][C:23]([CH3:24])=[CH:22][CH2:21][N:7]([C@H:1]1[CH2:2][CH2:3][C@H:4]([CH3:29])[CH2:5][CH2:6]1)[C:8](=[O:20])[NH:9][C:10]1[S:11][C:12]([S:15][CH2:16][C:17]([OH:19])=[O:18])=[CH:13][N:14]=1. The catalyst class is: 413. (4) Reactant: C([O:5][C:6]([N:8]1[C@@H:20]([C:21](O)=O)[CH2:19][C:18]2[C:17]3[C:12](=[CH:13][CH:14]=[CH:15][CH:16]=3)[N:11]([CH2:24][C:25]3[CH:30]=[CH:29][C:28]([F:31])=[CH:27][CH:26]=3)[C:10]=2[CH2:9]1)=[O:7])(C)(C)C.C(#N)C.N(CCCC(OC(C)(C)C)=O)=C=O. Product: [F:31][C:28]1[CH:29]=[CH:30][C:25]([CH2:24][N:11]2[C:12]3[CH:13]=[CH:14][CH:15]=[CH:16][C:17]=3[C:18]3[CH2:19][C@@H:20]4[CH2:21][O:7][C:6](=[O:5])[N:8]4[CH2:9][C:10]2=3)=[CH:26][CH:27]=1. The catalyst class is: 36. (5) Reactant: [OH:1][C:2]1[CH:3]=[CH:4][C:5]([NH:12][S:13]([C:16]2[CH:21]=[CH:20][C:19]([CH3:22])=[CH:18][CH:17]=2)(=[O:15])=[O:14])=[C:6]([CH:11]=1)[C:7]([O:9][CH3:10])=[O:8].F[C:24]1[CH:25]=[CH:26][C:27]([N+:34]([O-:36])=[O:35])=[C:28]([NH:30][CH2:31][CH2:32][CH3:33])[CH:29]=1.C(=O)([O-])[O-].[K+].[K+]. Product: [CH3:10][O:9][C:7](=[O:8])[C:6]1[CH:11]=[C:2]([O:1][C:24]2[CH:25]=[CH:26][C:27]([N+:34]([O-:36])=[O:35])=[C:28]([NH:30][CH2:31][CH2:32][CH3:33])[CH:29]=2)[CH:3]=[CH:4][C:5]=1[NH:12][S:13]([C:16]1[CH:21]=[CH:20][C:19]([CH3:22])=[CH:18][CH:17]=1)(=[O:15])=[O:14]. The catalyst class is: 39. (6) Reactant: [C:1]([C:3]1[CH:4]=[N:5][N:6]2[C:11]([C:12]([F:15])([F:14])[F:13])=[CH:10][C:9]([C:16]3[CH:21]=[CH:20][C:19]([C:22]([F:25])([F:24])[F:23])=[CH:18][CH:17]=3)=[N:8][C:7]=12)#[CH:2].C(OC([N:33]1[CH2:38][CH2:37][N:36]([S:39]([C:42]2[S:43][C:44](Br)=[CH:45][CH:46]=2)(=[O:41])=[O:40])[CH2:35][CH2:34]1)=O)(C)(C)C.C(O)(C(F)(F)F)=O. Product: [N:36]1([S:39]([C:42]2[S:43][C:44]([C:2]#[C:1][C:3]3[CH:4]=[N:5][N:6]4[C:11]([C:12]([F:14])([F:13])[F:15])=[CH:10][C:9]([C:16]5[CH:21]=[CH:20][C:19]([C:22]([F:25])([F:24])[F:23])=[CH:18][CH:17]=5)=[N:8][C:7]=34)=[CH:45][CH:46]=2)(=[O:41])=[O:40])[CH2:35][CH2:34][NH:33][CH2:38][CH2:37]1. The catalyst class is: 4.